This data is from Catalyst prediction with 721,799 reactions and 888 catalyst types from USPTO. The task is: Predict which catalyst facilitates the given reaction. (1) Reactant: C([O:8][CH2:9][CH2:10][C:11]1[CH:25]=[CH:24][C:14]([O:15][C:16]([CH3:23])([CH3:22])[C:17]([O:19][CH2:20][CH3:21])=[O:18])=[CH:13][CH:12]=1)C1C=CC=CC=1. Product: [OH:8][CH2:9][CH2:10][C:11]1[CH:12]=[CH:13][C:14]([O:15][C:16]([CH3:22])([CH3:23])[C:17]([O:19][CH2:20][CH3:21])=[O:18])=[CH:24][CH:25]=1. The catalyst class is: 29. (2) Reactant: Cl.Cl.[F:3][C:4]1[CH:39]=[CH:38][C:7]([CH2:8][C:9]2[CH:10]=[C:11]3[N:17]([C:18](=[O:35])[CH2:19][N:20]4[CH2:25][C@@H:24]([CH3:26])[NH:23][CH2:22][C@@H:21]4[CH2:27][N:28]4[CH2:33][CH2:32][O:31][CH2:30][C@H:29]4[CH3:34])[CH2:16][C:15]([CH3:37])([CH3:36])[C:12]3=[N:13][CH:14]=2)=[CH:6][CH:5]=1. Product: [F:3][C:4]1[CH:39]=[CH:38][C:7]([CH2:8][C:9]2[CH:10]=[C:11]3[N:17]([C:18](=[O:35])[CH2:19][N:20]4[CH2:25][C@@H:24]([CH3:26])[NH:23][CH2:22][C@@H:21]4[CH2:27][N:28]4[CH2:33][CH2:32][O:31][CH2:30][C@H:29]4[CH3:34])[CH2:16][C:15]([CH3:37])([CH3:36])[C:12]3=[N:13][CH:14]=2)=[CH:6][CH:5]=1. The catalyst class is: 6. (3) Reactant: [Br:1][C:2]1[CH:3]=[C:4]2[C:9](=[CH:10][CH:11]=1)[N:8]=[CH:7][C:6]([C:12]([OH:14])=[O:13])=[CH:5]2.S(=O)(=O)(O)O.[C:20](=O)(O)[O-].[Na+]. Product: [Br:1][C:2]1[CH:3]=[C:4]2[C:9](=[CH:10][CH:11]=1)[N:8]=[CH:7][C:6]([C:12]([O:14][CH3:20])=[O:13])=[CH:5]2. The catalyst class is: 5.